Dataset: Full USPTO retrosynthesis dataset with 1.9M reactions from patents (1976-2016). Task: Predict the reactants needed to synthesize the given product. Given the product [Cl:43][C:40]1[CH:41]=[CH:42][C:37]([CH2:36][N:12]2[C:8]([CH3:7])=[CH:9][C:10]([C:13]3[O:17][N:16]=[C:15]([C:18]4[CH:19]=[CH:20][C:21]([C:24]5([C:27]([F:28])([F:30])[F:29])[CH2:26][CH2:25]5)=[CH:22][CH:23]=4)[N:14]=3)=[N:11]2)=[CH:38][N:39]=1, predict the reactants needed to synthesize it. The reactants are: CC([O-])(C)C.[K+].[CH3:7][C:8]1[NH:12][N:11]=[C:10]([C:13]2[O:17][N:16]=[C:15]([C:18]3[CH:23]=[CH:22][C:21]([C:24]4([C:27]([F:30])([F:29])[F:28])[CH2:26][CH2:25]4)=[CH:20][CH:19]=3)[N:14]=2)[CH:9]=1.CS(O[CH2:36][C:37]1[CH:38]=[N:39][C:40]([Cl:43])=[CH:41][CH:42]=1)(=O)=O.O.